Predict the product of the given reaction. From a dataset of Forward reaction prediction with 1.9M reactions from USPTO patents (1976-2016). Given the reactants [NH2:1][C:2]1[CH:3]=[C:4]([CH:17]=[C:18]([C:20]2[CH:21]=[N:22][N:23]([CH3:25])[CH:24]=2)[CH:19]=1)[O:5][CH2:6][C@H:7]([NH:9][C:10](=[O:16])[O:11][C:12]([CH3:15])([CH3:14])[CH3:13])[CH3:8].[Br:26][C:27]1[CH:28]=[C:29]2[C:34](=[CH:35][CH:36]=1)[N:33]=[C:32](Cl)[N:31]=[CH:30]2.C(O)(=O)C, predict the reaction product. The product is: [Br:26][C:27]1[CH:28]=[C:29]2[C:34](=[CH:35][CH:36]=1)[N:33]=[C:32]([NH:1][C:2]1[CH:3]=[C:4]([CH:17]=[C:18]([C:20]3[CH:21]=[N:22][N:23]([CH3:25])[CH:24]=3)[CH:19]=1)[O:5][CH2:6][C@H:7]([NH:9][C:10](=[O:16])[O:11][C:12]([CH3:15])([CH3:13])[CH3:14])[CH3:8])[N:31]=[CH:30]2.